Dataset: Full USPTO retrosynthesis dataset with 1.9M reactions from patents (1976-2016). Task: Predict the reactants needed to synthesize the given product. (1) Given the product [CH3:1][O:2][C:3]1[CH:30]=[C:29]([O:31][CH3:32])[CH:28]=[CH:27][C:4]=1[CH2:5][N:6]1[C:10]2=[N:11][C:12]([C:21]3[O:22][CH:23]=[CH:24][CH:25]=3)=[C:13]([C:15]3[CH:20]=[CH:19][N:18]=[CH:17][N:16]=3)[CH:14]=[C:9]2[N:8]([CH3:37])[C:7]1=[O:26], predict the reactants needed to synthesize it. The reactants are: [CH3:1][O:2][C:3]1[CH:30]=[C:29]([O:31][CH3:32])[CH:28]=[CH:27][C:4]=1[CH2:5][N:6]1[C:10]2=[N:11][C:12]([C:21]3[O:22][CH:23]=[CH:24][CH:25]=3)=[C:13]([C:15]3[CH:20]=[CH:19][N:18]=[CH:17][N:16]=3)[CH:14]=[C:9]2[NH:8][C:7]1=[O:26].[H-].[Na+].[H][H].[CH3:37]I. (2) The reactants are: [CH3:1][O:2][C:3]1[CH:11]=[C:10]2[C:6]([CH2:7][C:8](=[O:12])[NH:9]2)=[CH:5][CH:4]=1.[CH3:13][S:14]([C:17]1[C:18]([C:25]2[CH:30]=[CH:29][CH:28]=[CH:27][CH:26]=2)=[C:19]([CH:23]=O)[NH:20][C:21]=1[CH3:22])(=[O:16])=[O:15].CC1(C)C(C)(C)OB(C2C=CC=C3C=2C=CN3)O1.N1CCCCC1. Given the product [CH3:13][S:14]([C:17]1[C:18]([C:25]2[CH:30]=[CH:29][CH:28]=[CH:27][CH:26]=2)=[C:19](/[CH:23]=[C:7]2\[C:8](=[O:12])[NH:9][C:10]3[C:6]\2=[CH:5][CH:4]=[C:3]([O:2][CH3:1])[CH:11]=3)[NH:20][C:21]=1[CH3:22])(=[O:16])=[O:15], predict the reactants needed to synthesize it. (3) Given the product [S:20]1[CH:24]=[CH:23][CH:22]=[C:21]1[CH2:25][C:26]([NH:7][CH2:6][C:5]([O:4][CH2:2][CH3:3])=[O:8])=[O:27], predict the reactants needed to synthesize it. The reactants are: Cl.[CH2:2]([O:4][C:5](=[O:8])[CH2:6][NH2:7])[CH3:3].N12CCCN=C1CCCCC2.[S:20]1[CH:24]=[CH:23][CH:22]=[C:21]1[CH2:25][C:26](Cl)=[O:27]. (4) Given the product [CH3:10][O:9][C:7](=[O:8])[C:6]1[CH:11]=[C:2]([O:1][C:30]2[CH:29]=[CH:28][C:27]([N+:33]([O-:35])=[O:34])=[C:26]([NH:25][CH2:23][CH3:24])[CH:31]=2)[CH:3]=[CH:4][C:5]=1[NH:12][S:13]([C:16]1[CH:21]=[CH:20][C:19]([CH3:22])=[CH:18][CH:17]=1)(=[O:15])=[O:14], predict the reactants needed to synthesize it. The reactants are: [OH:1][C:2]1[CH:3]=[CH:4][C:5]([NH:12][S:13]([C:16]2[CH:21]=[CH:20][C:19]([CH3:22])=[CH:18][CH:17]=2)(=[O:15])=[O:14])=[C:6]([CH:11]=1)[C:7]([O:9][CH3:10])=[O:8].[CH2:23]([NH:25][C:26]1[CH:31]=[C:30](F)[CH:29]=[CH:28][C:27]=1[N+:33]([O-:35])=[O:34])[CH3:24].C(=O)([O-])[O-].[K+].[K+]. (5) Given the product [C:1]([C:3]1[NH:20][C:6]2[C:7]([C:14]([O:16][CH:17]([CH3:18])[CH3:19])=[O:15])=[CH:8][N:9]([C:32](=[O:33])[C:31]3[CH:35]=[CH:36][C:37]([F:38])=[C:29]([F:28])[CH:30]=3)[CH2:10][C:11]([CH3:13])([CH3:12])[C:5]=2[CH:4]=1)#[N:2], predict the reactants needed to synthesize it. The reactants are: [C:1]([C:3]1[NH:20][C:6]2[C:7]([C:14]([O:16][CH:17]([CH3:19])[CH3:18])=[O:15])=[CH:8][NH:9][CH2:10][C:11]([CH3:13])([CH3:12])[C:5]=2[CH:4]=1)#[N:2].C(N(CC)CC)C.[F:28][C:29]1[CH:30]=[C:31]([CH:35]=[CH:36][C:37]=1[F:38])[C:32](Cl)=[O:33]. (6) Given the product [CH2:8]([O:7][C:6]1[CH2:5][CH2:4][C:3](=[O:10])[C:2]=1[C:21]1[CH:22]=[CH:23][C:18]([F:17])=[CH:19][CH:20]=1)[CH3:9], predict the reactants needed to synthesize it. The reactants are: Br[C:2]1[C:3](=[O:10])[CH2:4][CH2:5][C:6]=1[O:7][CH2:8][CH3:9].C([O-])([O-])=O.[K+].[K+].[F:17][C:18]1[CH:23]=[CH:22][C:21](B(O)O)=[CH:20][CH:19]=1. (7) Given the product [F:1][C:2]1[CH:7]=[CH:6][C:5]([C:8]2[N:9]([C:30]3[CH:35]=[CH:34][N:33]=[C:32]([NH:57][C@H:55]([C:49]4[CH:54]=[CH:53][CH:52]=[CH:51][CH:50]=4)[CH3:56])[N:31]=3)[C:10]3[C:11]([N:29]=2)=[N:12][C:13]([N:16]2[CH2:21][CH2:20][N:19]([C:22]([O:24][C:25]([CH3:28])([CH3:27])[CH3:26])=[O:23])[CH2:18][CH2:17]2)=[CH:14][CH:15]=3)=[CH:4][CH:3]=1, predict the reactants needed to synthesize it. The reactants are: [F:1][C:2]1[CH:7]=[CH:6][C:5]([C:8]2[N:9]([C:30]3[CH:35]=[CH:34][N:33]=[C:32](SC)[N:31]=3)[C:10]3[C:11]([N:29]=2)=[N:12][C:13]([N:16]2[CH2:21][CH2:20][N:19]([C:22]([O:24][C:25]([CH3:28])([CH3:27])[CH3:26])=[O:23])[CH2:18][CH2:17]2)=[CH:14][CH:15]=3)=[CH:4][CH:3]=1.C1C=C(Cl)C=C(C(OO)=O)C=1.[C:49]1([C@@H:55]([NH2:57])[CH3:56])[CH:54]=[CH:53][CH:52]=[CH:51][CH:50]=1.